This data is from NCI-60 drug combinations with 297,098 pairs across 59 cell lines. The task is: Regression. Given two drug SMILES strings and cell line genomic features, predict the synergy score measuring deviation from expected non-interaction effect. (1) Cell line: MOLT-4. Drug 1: C(CC(=O)O)C(=O)CN.Cl. Synergy scores: CSS=68.2, Synergy_ZIP=0.841, Synergy_Bliss=1.50, Synergy_Loewe=-6.20, Synergy_HSA=4.80. Drug 2: C1CN(CCN1C(=O)CCBr)C(=O)CCBr. (2) Drug 1: C1=CC(=CC=C1C#N)C(C2=CC=C(C=C2)C#N)N3C=NC=N3. Drug 2: CC1CCCC2(C(O2)CC(NC(=O)CC(C(C(=O)C(C1O)C)(C)C)O)C(=CC3=CSC(=N3)C)C)C. Cell line: HL-60(TB). Synergy scores: CSS=65.4, Synergy_ZIP=0.457, Synergy_Bliss=0.865, Synergy_Loewe=-22.2, Synergy_HSA=-0.488.